This data is from Full USPTO retrosynthesis dataset with 1.9M reactions from patents (1976-2016). The task is: Predict the reactants needed to synthesize the given product. (1) The reactants are: [CH2:1]([O:4][N:5]1[C:11](=[O:12])[N:10]2[CH2:13][C@H:6]1[C:7]([C:16]([CH3:18])=[CH2:17])=[CH:8][C@H:9]2[CH2:14][OH:15])[CH:2]=[CH2:3].[CH3:19]I.[H-].[Na+]. Given the product [CH2:1]([O:4][N:5]1[C:11](=[O:12])[N:10]2[CH2:13][C@H:6]1[C:7]([C:16]([CH3:18])=[CH2:17])=[CH:8][C@H:9]2[CH2:14][O:15][CH3:19])[CH:2]=[CH2:3], predict the reactants needed to synthesize it. (2) The reactants are: [NH2:1][C:2]1C=C[C:5]([CH:8](O)CC)=[CH:4][CH:3]=1.[CH3:12][C:13]1[CH2:18][CH2:17][CH2:16][C:15]([CH3:20])([CH3:19])[C:14]=1/[CH:21]=[CH:22]/[C:23](/[CH3:33])=[CH:24]/[CH:25]=[CH:26]/[C:27](/[CH3:32])=[CH:28]/[C:29]([OH:31])=O.C(Cl)CCl.C1C=CC2N(O)N=[N:44]C=2C=1. Given the product [CH3:32]/[C:27](/[CH:26]=[CH:25]/[CH:24]=[C:23](\[CH3:33])/[CH:22]=[CH:21]/[C:14]1[C:15]([CH3:19])([CH3:20])[CH2:16][CH2:17][CH2:18][C:13]=1[CH3:12])=[CH:28]\[C:29]([NH:44][C:4]1[CH:3]=[CH:2][N:1]=[CH:8][CH:5]=1)=[O:31], predict the reactants needed to synthesize it. (3) Given the product [NH2:1][C:2]1[N:7]=[CH:6][C:5]([C:37]2[CH:38]=[CH:39][C:34]([CH2:33][CH2:32][CH2:31][N:23]([CH2:22][CH2:21][CH2:20][O:19][CH3:18])[C:24](=[O:30])[O:25][C:26]([CH3:29])([CH3:27])[CH3:28])=[CH:35][CH:36]=2)=[N:4][C:3]=1[C:9](=[O:10])[NH:11][C:12]1[CH:13]=[N:14][CH:15]=[CH:16][CH:17]=1, predict the reactants needed to synthesize it. The reactants are: [NH2:1][C:2]1[C:3]([C:9]([NH:11][C:12]2[CH:13]=[N:14][CH:15]=[CH:16][CH:17]=2)=[O:10])=[N:4][C:5](Br)=[CH:6][N:7]=1.[CH3:18][O:19][CH2:20][CH2:21][CH2:22][N:23]([CH2:31][CH2:32][CH2:33][C:34]1[CH:39]=[CH:38][C:37](B2OC(C)(C)C(C)(C)O2)=[CH:36][CH:35]=1)[C:24](=[O:30])[O:25][C:26]([CH3:29])([CH3:28])[CH3:27].P([O-])([O-])([O-])=O.[K+].[K+].[K+]. (4) Given the product [C:11]([O:15][C:16]([N:18]1[CH2:23][CH2:22][CH2:21][CH2:20][CH:19]1[C:24]([C:8]1[O:9][C:5]2[CH:4]=[CH:3][C:2]([Br:1])=[CH:10][C:6]=2[CH:7]=1)=[O:29])=[O:17])([CH3:14])([CH3:13])[CH3:12], predict the reactants needed to synthesize it. The reactants are: [Br:1][C:2]1[CH:3]=[CH:4][C:5]2[O:9][CH:8]=[CH:7][C:6]=2[CH:10]=1.[C:11]([O:15][C:16]([N:18]1[CH2:23][CH2:22][CH2:21][CH2:20][CH:19]1[C:24](=[O:29])N(OC)C)=[O:17])([CH3:14])([CH3:13])[CH3:12]. (5) Given the product [NH2:45][C:31]1[N:32]=[CH:33][C:34]([C:2]2[N:3]=[C:4]([N:23]3[CH2:28][CH2:27][O:26][CH2:25][CH2:24]3)[C:5]3[N:11]=[C:10]([CH2:12][N:13]4[CH2:18][CH2:17][CH:16]([C:19]([OH:22])([CH3:21])[CH3:20])[CH2:15][CH2:14]4)[CH:9]=[CH:8][C:6]=3[N:7]=2)=[CH:35][C:30]=1[CH3:29], predict the reactants needed to synthesize it. The reactants are: Cl[C:2]1[N:3]=[C:4]([N:23]2[CH2:28][CH2:27][O:26][CH2:25][CH2:24]2)[C:5]2[N:11]=[C:10]([CH2:12][N:13]3[CH2:18][CH2:17][CH:16]([C:19]([OH:22])([CH3:21])[CH3:20])[CH2:15][CH2:14]3)[CH:9]=[CH:8][C:6]=2[N:7]=1.[CH3:29][C:30]1[C:31]([NH2:45])=[N:32][CH:33]=[C:34](B2OC(C)(C)C(C)(C)O2)[CH:35]=1. (6) Given the product [C:78]([C:66]1[C:65]([O:82][CH3:83])=[C:64]([C:59]2[CH:60]=[C:61]3[C:56](=[CH:57][CH:58]=2)[CH:55]=[C:54]([NH:88][S:85]([CH3:84])(=[O:87])=[O:86])[CH:63]=[CH:62]3)[CH:69]=[C:68]([N:70]2[CH:75]=[CH:74][C:73](=[O:76])[NH:72][C:71]2=[O:77])[CH:67]=1)([CH3:81])([CH3:80])[CH3:79], predict the reactants needed to synthesize it. The reactants are: C(P(C(C)(C)C)C1C(OC)=CC=C(OC)C=1C1C(C(C)C)=CC(C(C)C)=CC=1C(C)C)(C)(C)C.[O-]P([O-])([O-])=O.[K+].[K+].[K+].C(O)(CC)(C)C.CS(O[C:54]1[CH:63]=[CH:62][C:61]2[C:56](=[CH:57][CH:58]=[C:59]([C:64]3[CH:69]=[C:68]([N:70]4[CH:75]=[CH:74][C:73](=[O:76])[NH:72][C:71]4=[O:77])[CH:67]=[C:66]([C:78]([CH3:81])([CH3:80])[CH3:79])[C:65]=3[O:82][CH3:83])[CH:60]=2)[CH:55]=1)(=O)=O.[CH3:84][S:85]([NH2:88])(=[O:87])=[O:86]. (7) Given the product [CH3:13][NH:14][C:7](=[O:8])[C:6]1[CH:10]=[CH:11][CH:12]=[C:4]([N+:1]([O-:3])=[O:2])[CH:5]=1, predict the reactants needed to synthesize it. The reactants are: [N+:1]([C:4]1[CH:5]=[C:6]([CH:10]=[CH:11][CH:12]=1)[C:7](O)=[O:8])([O-:3])=[O:2].[CH3:13][NH2:14].